This data is from Full USPTO retrosynthesis dataset with 1.9M reactions from patents (1976-2016). The task is: Predict the reactants needed to synthesize the given product. (1) The reactants are: [OH:1][CH:2]1[CH2:5][CH:4]([C:6]([O:8][CH3:9])=[O:7])[CH2:3]1.C(OC(O[C:13]([CH3:16])([CH3:15])[CH3:14])=O)(O[C:13]([CH3:16])([CH3:15])[CH3:14])=O.Cl([O-])(=O)(=O)=O.[Mg+2].Cl([O-])(=O)(=O)=O. Given the product [C:13]([O:1][CH:2]1[CH2:5][CH:4]([C:6]([O:8][CH3:9])=[O:7])[CH2:3]1)([CH3:16])([CH3:15])[CH3:14], predict the reactants needed to synthesize it. (2) Given the product [CH3:8][O:9][CH:10]([O:13][CH3:14])[CH2:11][NH:7][CH:1]1[CH2:6][CH2:5][CH2:4][CH2:3][CH2:2]1, predict the reactants needed to synthesize it. The reactants are: [CH:1]1([NH2:7])[CH2:6][CH2:5][CH2:4][CH2:3][CH2:2]1.[CH3:8][O:9][CH:10]([O:13][CH3:14])[CH2:11]Cl. (3) Given the product [CH3:1][C:2]1[CH:3]=[CH:4][C:5]([C:6]([NH:23][C:24]2[S:28][C:27]([C:29]3[CH:34]=[CH:33][N:32]=[CH:31][CH:30]=3)=[N:26][C:25]=2[C:35]([NH2:37])=[O:36])=[O:8])=[CH:9][CH:10]=1, predict the reactants needed to synthesize it. The reactants are: [CH3:1][C:2]1[CH:10]=[CH:9][C:5]([C:6]([OH:8])=O)=[CH:4][CH:3]=1.C(C1NC=CN=1)(C1NC=CN=1)=O.[NH2:23][C:24]1[S:28][C:27]([C:29]2[CH:34]=[CH:33][N:32]=[CH:31][CH:30]=2)=[N:26][C:25]=1[C:35]([NH2:37])=[O:36]. (4) Given the product [Cl:12][C:4]1[CH:5]=[C:6]([C:8]([F:11])([F:10])[F:9])[CH:7]=[C:2]([Cl:1])[C:3]=1[N:13]1[C:17]([N:18]([CH3:28])[CH2:19][CH2:36][S:37][CH3:38])=[C:16]([S:20]([C:22]([F:25])([F:23])[F:24])=[O:21])[C:15]([C:26]#[N:27])=[N:14]1, predict the reactants needed to synthesize it. The reactants are: [Cl:1][C:2]1[CH:7]=[C:6]([C:8]([F:11])([F:10])[F:9])[CH:5]=[C:4]([Cl:12])[C:3]=1[N:13]1[C:17]([NH:18][CH3:19])=[C:16]([S:20]([C:22]([F:25])([F:24])[F:23])=[O:21])[C:15]([C:26]#[N:27])=[N:14]1.[C:28](=O)([O-])[O-].[K+].[K+].ClC[CH2:36][S:37][CH3:38]. (5) Given the product [CH3:24][N:25]([CH3:26])[C:21]([N:13]1[CH:14]([C:15]2[CH:20]=[CH:19][CH:18]=[CH:17][CH:16]=2)[CH:10]2[CH2:9][O:8][C:5]3[CH:6]=[CH:7][C:2]([F:1])=[CH:3][C:4]=3[C:11]2=[N:12]1)=[O:22], predict the reactants needed to synthesize it. The reactants are: [F:1][C:2]1[CH:7]=[CH:6][C:5]2[O:8][CH2:9][CH:10]3[CH:14]([C:15]4[CH:20]=[CH:19][CH:18]=[CH:17][CH:16]=4)[N:13]([C:21](Cl)=[O:22])[N:12]=[C:11]3[C:4]=2[CH:3]=1.[CH3:24][NH:25][CH3:26].C(OCC)(=O)C.Cl. (6) The reactants are: Br[C:2]1[N:3]([C:13]2[N:14]=[CH:15][N:16]=[C:17]([NH2:20])[C:18]=2[N:19]=1)[C@@H:4]1[O:12][C@H:9]([CH2:10][OH:11])[C@@H:7]([OH:8])[C@H:5]1[OH:6].O=[CH:22][C@@H]([C@@H]([C@@H](CO)O)O)O.C[Si](C)(C)N[Si](C)(C)C.S([O-])([O-])(=O)=O.[NH4+].[NH4+].C[Al](C)C. Given the product [CH3:22][C:2]1[N:3]([C:13]2[N:14]=[CH:15][N:16]=[C:17]([NH2:20])[C:18]=2[N:19]=1)[C@@H:4]1[O:12][C@H:9]([CH2:10][OH:11])[C@@H:7]([OH:8])[C@H:5]1[OH:6], predict the reactants needed to synthesize it.